Dataset: Reaction yield outcomes from USPTO patents with 853,638 reactions. Task: Predict the reaction yield, written as a fraction of the theoretical maximum amount of product (1.0 means a 100% yield; for example, 0.34 means a 34% yield). (1) The reactants are [NH2:1][C:2]1[C:3]([C:9]([NH:11][NH2:12])=[O:10])=[N:4][C:5]([Br:8])=[CH:6][N:7]=1.[Br:13][CH2:14][C:15]1[CH:23]=[CH:22][C:18]([C:19](O)=O)=[CH:17][CH:16]=1.BrP(Br)(C1C=CC=CC=1)(C1C=CC=CC=1)C1C=CC=CC=1.C(N(C(C)C)CC)(C)C. The catalyst is C(#N)C. The product is [Br:8][C:5]1[N:4]=[C:3]([C:9]2[O:10][C:19]([C:18]3[CH:22]=[CH:23][C:15]([CH2:14][Br:13])=[CH:16][CH:17]=3)=[N:12][N:11]=2)[C:2]([NH2:1])=[N:7][CH:6]=1. The yield is 0.770. (2) The reactants are Cl[CH2:2][CH2:3][O:4][C:5]1[CH:10]=[CH:9][C:8]([NH:11][C:12](=[O:17])[CH2:13][CH2:14][CH2:15][CH3:16])=[CH:7][C:6]=1[C:18]1[N:19]([CH3:23])[N:20]=[CH:21][CH:22]=1.[OH:24][CH:25]1[CH2:30][CH2:29][NH:28][CH2:27][CH2:26]1.C(=O)([O-])[O-].[K+].[K+]. The catalyst is [I-].C([N+](CCCC)(CCCC)CCCC)CCC.CN(C=O)C. The product is [OH:24][CH:25]1[CH2:30][CH2:29][N:28]([CH2:2][CH2:3][O:4][C:5]2[CH:10]=[CH:9][C:8]([NH:11][C:12](=[O:17])[CH2:13][CH2:14][CH2:15][CH3:16])=[CH:7][C:6]=2[C:18]2[N:19]([CH3:23])[N:20]=[CH:21][CH:22]=2)[CH2:27][CH2:26]1. The yield is 0.850. (3) The product is [Cl:3][C:10]1[C:9]([C:14]([F:17])([F:16])[F:15])=[CH:8][C:7]([I:6])=[CH:12][N:11]=1. The yield is 0.620. The reactants are O=P(Cl)(Cl)[Cl:3].[I:6][C:7]1[CH:8]=[C:9]([C:14]([F:17])([F:16])[F:15])[C:10](O)=[N:11][CH:12]=1. The catalyst is CN(C=O)C. (4) The reactants are [CH2:1]([O:8][C:9](=[O:18])[CH:10]([Br:17])P(OC)(OC)=O)[C:2]1[CH:7]=[CH:6][CH:5]=[CH:4][CH:3]=1.[Li+].C[Si]([N-][Si](C)(C)C)(C)C.[CH3:29][O:30][C:31](=[O:40])[C:32]1[CH:37]=[CH:36][C:35]([CH:38]=O)=[CH:34][CH:33]=1. The catalyst is C1COCC1. The product is [CH3:29][O:30][C:31](=[O:40])[C:32]1[CH:37]=[CH:36][C:35]([CH:38]=[C:10]([C:9]([O:8][CH2:1][C:2]2[CH:3]=[CH:4][CH:5]=[CH:6][CH:7]=2)=[O:18])[Br:17])=[CH:34][CH:33]=1. The yield is 0.640. (5) The reactants are C1C(=O)N([Br:8])C(=O)C1.[S:9]1[CH:13]=[CH:12][N:11]=[C:10]1[NH:14][C:15](=[O:21])[O:16][C:17]([CH3:20])([CH3:19])[CH3:18]. The catalyst is C1COCC1. The product is [Br:8][C:13]1[S:9][C:10]([NH:14][C:15](=[O:21])[O:16][C:17]([CH3:18])([CH3:20])[CH3:19])=[N:11][CH:12]=1. The yield is 0.739. (6) The reactants are [ClH:1].[NH2:2][C@H:3]([C:8]([OH:10])=[O:9])[CH2:4][CH2:5][CH2:6][NH2:7].[CH3:11]O. No catalyst specified. The product is [ClH:1].[CH3:11][O:9][C:8](=[O:10])[C@H:3]([CH2:4][CH2:5][CH2:6][NH2:7])[NH2:2]. The yield is 0.970. (7) The reactants are [N+:1]([C:4]1[CH:9]=[CH:8][C:7]([N:10]2[CH2:15][CH2:14][CH2:13][CH2:12][CH2:11]2)=[CH:6][C:5]=1[C:16]1[N:21]=[CH:20][N:19]=[C:18]([NH:22][CH:23]([C:25]2[CH:30]=[CH:29][CH:28]=[C:27]([C:31]([F:34])([F:33])[F:32])[CH:26]=2)[CH3:24])[CH:17]=1)([O-])=O. The catalyst is C(O)(=O)C.[Zn]. The product is [NH2:1][C:4]1[CH:9]=[CH:8][C:7]([N:10]2[CH2:11][CH2:12][CH2:13][CH2:14][CH2:15]2)=[CH:6][C:5]=1[C:16]1[N:21]=[CH:20][N:19]=[C:18]([NH:22][CH:23]([C:25]2[CH:30]=[CH:29][CH:28]=[C:27]([C:31]([F:32])([F:34])[F:33])[CH:26]=2)[CH3:24])[CH:17]=1. The yield is 0.530. (8) The product is [OH:9][C:4]1[CH:5]=[CH:6][C:7]([C:10]2([C:7]3[CH:6]=[CH:5][C:4]([OH:9])=[C:3]([CH2:1][CH3:2])[CH:8]=3)[C:11]3[C:12](=[CH:16][CH:17]=[CH:18][CH:19]=3)[C:13](=[O:14])[O:15]2)=[CH:8][C:3]=1[CH2:1][CH3:2]. No catalyst specified. The reactants are [CH2:1]([C:3]1[CH:8]=[CH:7][CH:6]=[CH:5][C:4]=1[OH:9])[CH3:2].[C:10]1(=O)[O:15][C:13](=[O:14])[C:12]2=[CH:16][CH:17]=[CH:18][CH:19]=[C:11]12. The yield is 0.810. (9) The reactants are [CH2:1]([O:3][C:4](=[O:18])[C:5]1[CH:10]=[C:9]([N+:11]([O-:13])=[O:12])[CH:8]=[C:7]([N+:14]([O-:16])=[O:15])[C:6]=1[CH3:17])[CH3:2].CO[CH:21]([N:24]([CH3:26])[CH3:25])OC. The catalyst is CN(C=O)C. The product is [CH2:1]([O:3][C:4](=[O:18])[C:5]1[CH:10]=[C:9]([N+:11]([O-:13])=[O:12])[CH:8]=[C:7]([N+:14]([O-:16])=[O:15])[C:6]=1[CH:17]=[CH:21][N:24]([CH3:26])[CH3:25])[CH3:2]. The yield is 0.480.